From a dataset of Full USPTO retrosynthesis dataset with 1.9M reactions from patents (1976-2016). Predict the reactants needed to synthesize the given product. (1) Given the product [O:1]1[C:5]2[CH:6]=[CH:7][C:8]([CH2:10][NH:11][C:12]3[S:13][CH2:16][C:17](=[O:18])[N:14]=3)=[CH:9][C:4]=2[O:3][CH2:2]1, predict the reactants needed to synthesize it. The reactants are: [O:1]1[C:5]2[CH:6]=[CH:7][C:8]([CH2:10][NH:11][C:12]([NH2:14])=[S:13])=[CH:9][C:4]=2[O:3][CH2:2]1.Cl[CH2:16][C:17](O)=[O:18]. (2) The reactants are: [CH3:1][S:2]([C:5]1[CH:10]=[CH:9][C:8]([C@@H:11]([CH2:15][C@H:16]2[CH2:20][CH2:19][C:18](=[O:21])[CH2:17]2)[C:12]([OH:14])=O)=[CH:7][C:6]=1[CH3:22])(=[O:4])=[O:3].C(Cl)(=O)C(Cl)=O.[CH3:29][O:30][CH2:31][CH2:32][N:33]1[CH:37]=[CH:36][C:35]([NH2:38])=[N:34]1.N1C(C)=CC=CC=1C. Given the product [CH3:1][S:2]([C:5]1[CH:10]=[CH:9][C:8]([C@@H:11]([CH2:15][C@H:16]2[CH2:20][CH2:19][C:18](=[O:21])[CH2:17]2)[C:12]([NH:38][C:35]2[CH:36]=[CH:37][N:33]([CH2:32][CH2:31][O:30][CH3:29])[N:34]=2)=[O:14])=[CH:7][C:6]=1[CH3:22])(=[O:4])=[O:3], predict the reactants needed to synthesize it. (3) The reactants are: [CH3:1][C:2]1[S:6][C:5]([NH2:7])=[N:4][C:3]=1[C:8]1[CH:13]=[CH:12][CH:11]=[CH:10][CH:9]=1.[CH3:14][O:15][CH2:16][CH2:17][Br:18]. Given the product [BrH:18].[CH3:14][O:15][CH2:16][CH2:17][N:4]1[C:3]([C:8]2[CH:9]=[CH:10][CH:11]=[CH:12][CH:13]=2)=[C:2]([CH3:1])[S:6][C:5]1=[NH:7], predict the reactants needed to synthesize it. (4) Given the product [CH3:28][N:29]1[CH:33]=[C:32]([C:2]2[C:3]([O:15][C:16]3[CH:21]=[CH:20][CH:19]=[CH:18][CH:17]=3)=[CH:4][C:5](=[O:14])[N:6]([C:8]3[CH:13]=[CH:12][CH:11]=[CH:10][CH:9]=3)[N:7]=2)[CH:31]=[N:30]1, predict the reactants needed to synthesize it. The reactants are: Br[C:2]1[C:3]([O:15][C:16]2[CH:21]=[CH:20][CH:19]=[CH:18][CH:17]=2)=[CH:4][C:5](=[O:14])[N:6]([C:8]2[CH:13]=[CH:12][CH:11]=[CH:10][CH:9]=2)[N:7]=1.COCCOC.[CH3:28][N:29]1[CH:33]=[C:32](B2OC(C)(C)C(C)(C)O2)[CH:31]=[N:30]1.C([O-])(O)=O.[Na+]. (5) Given the product [NH2:1][C:2]1[CH:9]=[C:8]([O:18][CH:15]2[CH2:16][CH2:17][N:12]([CH3:11])[CH2:13][CH2:14]2)[C:5]([C:6]#[N:7])=[CH:4][N:3]=1, predict the reactants needed to synthesize it. The reactants are: [NH2:1][C:2]1[CH:9]=[C:8](F)[C:5]([C:6]#[N:7])=[CH:4][N:3]=1.[CH3:11][N:12]1[CH2:17][CH2:16][CH:15]([OH:18])[CH2:14][CH2:13]1.